This data is from Full USPTO retrosynthesis dataset with 1.9M reactions from patents (1976-2016). The task is: Predict the reactants needed to synthesize the given product. (1) Given the product [F:1][C:2]([F:12])([F:13])[CH:3]([CH2:8][CH2:9][OH:10])[CH2:4][CH2:5][OH:6], predict the reactants needed to synthesize it. The reactants are: [F:1][C:2]([F:13])([F:12])[CH:3]([CH2:8][C:9](O)=[O:10])[CH2:4][C:5](O)=[O:6].[H-].[Al+3].[Li+].[H-].[H-].[H-].C(O)(C)C.Cl. (2) Given the product [CH:2]1([CH2:5][O:6][C:7]2[CH:8]=[CH:9][C:10]3[C:14]([CH:15]=2)=[N:13][N:12]([C:16]2[CH:26]=[CH:25][C:19]([O:20][CH2:21][C@@H:22]([NH:24][C:29](=[O:30])[N:28]([CH3:32])[CH3:27])[CH3:23])=[CH:18][CH:17]=2)[CH:11]=3)[CH2:4][CH2:3]1, predict the reactants needed to synthesize it. The reactants are: Cl.[CH:2]1([CH2:5][O:6][C:7]2[CH:8]=[CH:9][C:10]3[C:14]([CH:15]=2)=[N:13][N:12]([C:16]2[CH:26]=[CH:25][C:19]([O:20][CH2:21][C@@H:22]([NH2:24])[CH3:23])=[CH:18][CH:17]=2)[CH:11]=3)[CH2:4][CH2:3]1.[CH3:27][N:28]([CH3:32])[C:29](Cl)=[O:30].C(N(CC)CC)C. (3) Given the product [C:4]([O:6][CH:7]([CH3:9])[CH3:8])(=[O:5])/[CH:3]=[CH:2]/[C:1]([O:11][CH:12]([CH3:14])[CH3:13])=[O:10].[C:15]([O:22][CH:23]([CH3:25])[CH3:24])(=[O:21])/[CH:16]=[CH:17]/[C:18]([O-:20])=[O:19].[C:26]([O:36][CH:37]([CH3:39])[CH3:38])(=[O:35])[CH:27]=[CH:28][C:29]1[CH:30]=[CH:31][CH:32]=[CH:33][CH:34]=1, predict the reactants needed to synthesize it. The reactants are: [C:1]([O:11][CH:12]([CH3:14])[CH3:13])(=[O:10])/[CH:2]=[CH:3]/[C:4]([O:6][CH:7]([CH3:9])[CH3:8])=[O:5].[C:15]([O:22][CH:23]([CH3:25])[CH3:24])(=[O:21])/[CH:16]=[CH:17]/[C:18]([O-:20])=[O:19].[C:26]([O:36][CH:37]([CH3:39])[CH3:38])(=[O:35])[CH:27]=[CH:28][C:29]1[CH:34]=[CH:33][CH:32]=[CH:31][CH:30]=1.C(OOC(C)(C)C)(=O)C(C)(C)C. (4) Given the product [CH3:22][O:23][C:24]1[C:25]([O:12][CH2:11][CH2:10][CH2:9][C:8]2[C:4]([CH:2]([CH3:1])[CH3:3])=[N:5][N:6]([C:13]3[CH:18]=[CH:17][C:16]([N+:19]([O-:21])=[O:20])=[CH:15][N:14]=3)[CH:7]=2)=[C:26]([CH2:30][C:31]([O:33][CH3:34])=[O:32])[CH:27]=[CH:28][CH:29]=1, predict the reactants needed to synthesize it. The reactants are: [CH3:1][CH:2]([C:4]1[C:8]([CH2:9][CH2:10][CH2:11][OH:12])=[CH:7][N:6]([C:13]2[CH:18]=[CH:17][C:16]([N+:19]([O-:21])=[O:20])=[CH:15][N:14]=2)[N:5]=1)[CH3:3].[CH3:22][O:23][C:24]1[C:25](O)=[C:26]([CH2:30][C:31]([O:33][CH3:34])=[O:32])[CH:27]=[CH:28][CH:29]=1.C(P(CCCC)CCCC)CCC.N(C(N1CCCCC1)=O)=NC(N1CCCCC1)=O. (5) Given the product [CH3:1][CH:2]([CH3:6])[C:3]([O:5][CH:16]([O:15][C:13]([S:12][C:11]1[CH:21]=[CH:22][C:8]([CH3:7])=[CH:9][CH:10]=1)=[O:14])[CH:17]([CH3:19])[CH3:18])=[O:4], predict the reactants needed to synthesize it. The reactants are: [CH3:1][CH:2]([CH3:6])[C:3]([OH:5])=[O:4].[CH3:7][C:8]1[CH:22]=[CH:21][C:11]([S:12][C:13]([O:15][CH:16](Cl)[CH:17]([CH3:19])[CH3:18])=[O:14])=[CH:10][CH:9]=1.